From a dataset of Full USPTO retrosynthesis dataset with 1.9M reactions from patents (1976-2016). Predict the reactants needed to synthesize the given product. (1) Given the product [O:28]1[CH:27]=[CH:26][CH:25]=[C:24]1[CH2:23][NH:29][C:15]([C:13]1[CH:12]=[CH:11][C:9]2[N:10]=[CH:6][NH:7][C:8]=2[CH:14]=1)=[O:17], predict the reactants needed to synthesize it. The reactants are: ClC1C=C(Cl)C=CC=1OC[C:6]1[NH:7][C:8]2[CH:14]=[C:13]([C:15]([OH:17])=O)[CH:12]=[CH:11][C:9]=2[N:10]=1.[CH2:23]([NH2:29])[C:24]1[O:28][CH:27]=[CH:26][CH:25]=1.C(Cl)CCl.C1C=CC2N(O)N=NC=2C=1.CCN(C(C)C)C(C)C. (2) Given the product [CH3:25][N:3]1[CH2:4][CH2:5][N:6]2[CH2:11][CH2:10][N:9]([C:12]([O:14][CH2:15][C:16]3[CH:21]=[CH:20][CH:19]=[CH:18][CH:17]=3)=[O:13])[CH2:8][CH:7]2[C:2]1=[O:1], predict the reactants needed to synthesize it. The reactants are: [O:1]=[C:2]1[CH:7]2[CH2:8][N:9]([C:12]([O:14][CH2:15][C:16]3[CH:21]=[CH:20][CH:19]=[CH:18][CH:17]=3)=[O:13])[CH2:10][CH2:11][N:6]2[CH2:5][CH2:4][NH:3]1.[H-].[Na+].I[CH3:25].